From a dataset of Full USPTO retrosynthesis dataset with 1.9M reactions from patents (1976-2016). Predict the reactants needed to synthesize the given product. (1) Given the product [CH2:13]1[C:12]2([CH2:17][CH2:18][NH:19][CH:10]([CH2:9][NH:8][C:5]3[CH:4]=[CH:3][C:2]([Cl:1])=[CH:7][N:6]=3)[CH2:11]2)[CH2:16][CH2:15][CH2:14]1, predict the reactants needed to synthesize it. The reactants are: [Cl:1][C:2]1[CH:3]=[CH:4][C:5]([NH:8][CH2:9][CH:10]2[N:19](C(OC(C)(C)C)=O)[CH2:18][CH2:17][C:12]3([CH2:16][CH2:15][CH2:14][CH2:13]3)[CH2:11]2)=[N:6][CH:7]=1.FC(F)(F)C(O)=O. (2) Given the product [C:29]([OH:36])(=[O:35])/[CH:30]=[CH:31]\[C:32]([OH:34])=[O:33].[CH3:1][O:2][CH2:3][CH2:4][CH2:5][S:6]([C:9]1[CH:14]=[CH:13][C:12]([C:15]2[CH:20]=[CH:19][C:18]([CH2:21][CH2:22][N:23]3[CH2:27][CH2:26][CH2:25][C@H:24]3[CH3:28])=[CH:17][CH:16]=2)=[CH:11][CH:10]=1)(=[O:8])=[O:7], predict the reactants needed to synthesize it. The reactants are: [CH3:1][O:2][CH2:3][CH2:4][CH2:5][S:6]([C:9]1[CH:14]=[CH:13][C:12]([C:15]2[CH:20]=[CH:19][C:18]([CH2:21][CH2:22][N:23]3[CH2:27][CH2:26][CH2:25][C@H:24]3[CH3:28])=[CH:17][CH:16]=2)=[CH:11][CH:10]=1)(=[O:8])=[O:7].[C:29]([OH:36])(=[O:35])/[CH:30]=[CH:31]\[C:32]([OH:34])=[O:33].